Task: Predict the product of the given reaction.. Dataset: Forward reaction prediction with 1.9M reactions from USPTO patents (1976-2016) (1) The product is: [C:19]([C:16]1[CH:17]=[CH:18][C:13]([CH2:12][NH:11][C:9](=[O:10])[CH:8]([C:5]2[CH:6]=[CH:7][C:2]([C:24]3[CH:29]=[CH:28][CH:27]=[CH:26][CH:25]=3)=[CH:3][C:4]=2[F:23])[O:21][CH3:22])=[CH:14][CH:15]=1)#[N:20]. Given the reactants Br[C:2]1[CH:7]=[CH:6][C:5]([CH:8]([O:21][CH3:22])[C:9]([NH:11][CH2:12][C:13]2[CH:18]=[CH:17][C:16]([C:19]#[N:20])=[CH:15][CH:14]=2)=[O:10])=[C:4]([F:23])[CH:3]=1.[C:24]1(B(O)O)[CH:29]=[CH:28][CH:27]=[CH:26][CH:25]=1, predict the reaction product. (2) Given the reactants [F:1][C:2]([F:17])([F:16])[O:3][C:4]1[CH:15]=[CH:14][C:7]([CH2:8][CH:9]([C:12]#[N:13])[C:10]#[N:11])=[CH:6][CH:5]=1.[H-].[Na+].Br[CH2:21][CH:22]1[CH2:25][CH2:24][CH2:23]1, predict the reaction product. The product is: [CH:22]1([CH2:21][C:9]([CH2:8][C:7]2[CH:6]=[CH:5][C:4]([O:3][C:2]([F:16])([F:17])[F:1])=[CH:15][CH:14]=2)([C:12]#[N:13])[C:10]#[N:11])[CH2:25][CH2:24][CH2:23]1. (3) Given the reactants [F:1][C:2]1[CH:7]=[CH:6][C:5]([C:8]2[CH:13]=[CH:12][C:11]([C:14](=[O:21])[CH2:15][CH2:16][C:17]([O:19]C)=[O:18])=[CH:10][CH:9]=2)=[CH:4][CH:3]=1, predict the reaction product. The product is: [F:1][C:2]1[CH:3]=[CH:4][C:5]([C:8]2[CH:13]=[CH:12][C:11]([C:14](=[O:21])[CH2:15][CH2:16][C:17]([OH:19])=[O:18])=[CH:10][CH:9]=2)=[CH:6][CH:7]=1. (4) Given the reactants [NH:1]([C:31]([O:33][CH2:34][CH:35]1[C:47]2[C:42](=[CH:43][CH:44]=[CH:45][CH:46]=2)[C:41]2[C:36]1=[CH:37][CH:38]=[CH:39][CH:40]=2)=[O:32])[C@H:2]([C:28]([NH2:30])=[O:29])[CH2:3][CH2:4][CH2:5][CH2:6][NH:7]C(C1C=CC=CC=1)(C1C=CC=CC=1)C1C=CC(C)=CC=1, predict the reaction product. The product is: [NH:1]([C:31]([O:33][CH2:34][CH:35]1[C:36]2[C:41](=[CH:40][CH:39]=[CH:38][CH:37]=2)[C:42]2[C:47]1=[CH:46][CH:45]=[CH:44][CH:43]=2)=[O:32])[C@H:2]([C:28]([NH2:30])=[O:29])[CH2:3][CH2:4][CH2:5][CH2:6][NH2:7]. (5) Given the reactants [CH3:1][O:2][CH2:3][C:4](=[O:10])[CH2:5][C:6]([O:8][CH3:9])=[O:7].Br[CH2:12][C:13]1[CH:32]=[CH:31][C:16]2/[C:17](=[C:27](/[CH3:30])\[C:28]#[N:29])/[C:18]3[CH:25]=[CH:24][C:23]([F:26])=[CH:22][C:19]=3[O:20][CH2:21][C:15]=2[CH:14]=1, predict the reaction product. The product is: [C:28](/[C:27](=[C:17]1/[C:18]2[CH:25]=[CH:24][C:23]([F:26])=[CH:22][C:19]=2[O:20][CH2:21][C:15]2[CH:14]=[C:13]([CH2:12][CH:5]([C:4](=[O:10])[CH2:3][O:2][CH3:1])[C:6]([O:8][CH3:9])=[O:7])[CH:32]=[CH:31][C:16]/1=2)/[CH3:30])#[N:29].